This data is from Full USPTO retrosynthesis dataset with 1.9M reactions from patents (1976-2016). The task is: Predict the reactants needed to synthesize the given product. (1) Given the product [CH3:13][O:12][C:10]([CH2:9][CH2:8][CH2:7][O:6][C@@H:5]1[NH:4][C:3](=[O:14])[C@H:2]1[NH:1][C:21]([C:15]1[CH:20]=[CH:19][CH:18]=[CH:17][CH:16]=1)([C:28]1[CH:29]=[CH:30][CH:31]=[CH:32][CH:33]=1)[C:22]1[CH:23]=[CH:24][CH:25]=[CH:26][CH:27]=1)=[O:11], predict the reactants needed to synthesize it. The reactants are: [NH2:1][C@H:2]1[C@H:5]([O:6][CH2:7][CH2:8][CH2:9][C:10]([O:12][CH3:13])=[O:11])[NH:4][C:3]1=[O:14].[C:15]1([C:21](Cl)([C:28]2[CH:33]=[CH:32][CH:31]=[CH:30][CH:29]=2)[C:22]2[CH:27]=[CH:26][CH:25]=[CH:24][CH:23]=2)[CH:20]=[CH:19][CH:18]=[CH:17][CH:16]=1.C(N(C(C)C)CC)(C)C. (2) Given the product [F:1][C:2]1[CH:31]=[C:30]([F:32])[CH:29]=[CH:28][C:3]=1[O:4][C:5]1[CH:10]=[CH:9][C:8]([S:11]([CH3:14])(=[O:12])=[O:13])=[CH:7][C:6]=1[C:15]1[C:16]2[CH:25]=[C:24]([CH:26]=[O:27])[NH:23][C:17]=2[C:18](=[O:22])[N:19]([CH3:21])[CH:20]=1, predict the reactants needed to synthesize it. The reactants are: [F:1][C:2]1[CH:31]=[C:30]([F:32])[CH:29]=[CH:28][C:3]=1[O:4][C:5]1[CH:10]=[CH:9][C:8]([S:11]([CH3:14])(=[O:13])=[O:12])=[CH:7][C:6]=1[C:15]1[C:16]2[CH:25]=[C:24]([CH2:26][OH:27])[NH:23][C:17]=2[C:18](=[O:22])[N:19]([CH3:21])[CH:20]=1.CC(OI1(OC(C)=O)(OC(C)=O)OC(=O)C2C1=CC=CC=2)=O.S(=O)(O)[O-].[Na+]. (3) Given the product [C:14]1([CH3:19])[CH:15]=[CH:16][CH:17]=[CH:18][C:13]=1[NH:1][C:2]1[C:11]2[C:6](=[CH:7][CH:8]=[CH:9][CH:10]=2)[CH:5]=[CH:4][CH:3]=1, predict the reactants needed to synthesize it. The reactants are: [NH2:1][C:2]1[C:11]2[C:6](=[CH:7][CH:8]=[CH:9][CH:10]=2)[CH:5]=[CH:4][CH:3]=1.Br[C:13]1[CH:18]=[CH:17][CH:16]=[CH:15][C:14]=1[CH3:19].CC(C)([O-])C.[Na+]. (4) Given the product [CH:21]1[C:22]2[C:27](=[CH:26][CH:25]=[CH:24][CH:23]=2)[CH:28]=[C:19]([NH:18][C:17](=[O:29])[O:16][CH2:15][C@@H:9]([N:7]([CH2:6][C:50]2[CH:49]=[CH:48][CH:47]=[C:46]([F:54])[C:51]=2[Cl:61])[CH3:8])[CH2:10][CH2:11][C:12]([N:69]2[CH2:70][CH2:71][C:66]3[NH:65][C:64]([CH3:63])=[N:72][C:67]=3[CH2:68]2)=[O:14])[N:20]=1, predict the reactants needed to synthesize it. The reactants are: ClC1C(F)=CC=CC=1CN[C:6](=O)[N:7]([C@H:9]([CH2:15][O:16][C:17](=[O:29])[NH:18][C:19]1[N:20]=[CH:21][C:22]2[C:27]([CH:28]=1)=[CH:26][CH:25]=[CH:24][CH:23]=2)[CH2:10][CH2:11][C:12]([O-:14])=O)[CH3:8].[Li+].CN(C(ON1N=N[C:47]2[CH:48]=[CH:49][CH:50]=[CH:51][C:46]1=2)=[N+](C)C)C.[F:54][P-](F)(F)(F)(F)F.[ClH:61].Cl.[CH3:63][C:64]1[NH:65][C:66]2[CH2:71][CH2:70][NH:69][CH2:68][C:67]=2[N:72]=1. (5) Given the product [Cl:1][C:2]1[CH:3]=[C:4]2[C:8](=[CH:9][CH:10]=1)[N:7]([CH2:11][C:12]([OH:14])=[O:13])[C:6]([CH3:16])=[C:5]2[CH2:17][C:18]1[CH:23]=[CH:22][C:21](=[O:24])[N:20]([CH2:25][C:26]2[CH:31]=[CH:30][CH:29]=[C:28]([F:32])[C:27]=2[F:33])[CH:19]=1, predict the reactants needed to synthesize it. The reactants are: [Cl:1][C:2]1[CH:3]=[C:4]2[C:8](=[CH:9][CH:10]=1)[N:7]([CH2:11][C:12]([O:14]C)=[O:13])[C:6]([CH3:16])=[C:5]2[CH2:17][C:18]1[CH:23]=[CH:22][C:21](=[O:24])[N:20]([CH2:25][C:26]2[CH:31]=[CH:30][CH:29]=[C:28]([F:32])[C:27]=2[F:33])[CH:19]=1.O.[OH-].[Li+]. (6) Given the product [F:26][C:25]([F:28])([F:27])[C:24]([NH:23][C:19]1[CH:20]=[CH:21][CH:22]=[C:17]([C:9]2[C:8]([C:6]3[CH:5]=[CH:4][N:3]=[C:2]([NH:34][C:33]4[CH:35]=[CH:36][CH:37]=[C:31]([F:30])[CH:32]=4)[N:7]=3)=[C:12]3[CH:13]=[CH:14][CH:15]=[CH:16][N:11]3[N:10]=2)[CH:18]=1)=[O:29], predict the reactants needed to synthesize it. The reactants are: Cl[C:2]1[N:7]=[C:6]([C:8]2[C:9]([C:17]3[CH:18]=[C:19]([NH:23][C:24](=[O:29])[C:25]([F:28])([F:27])[F:26])[CH:20]=[CH:21][CH:22]=3)=[N:10][N:11]3[CH:16]=[CH:15][CH:14]=[CH:13][C:12]=23)[CH:5]=[CH:4][N:3]=1.[F:30][C:31]1[CH:32]=[C:33]([CH:35]=[CH:36][CH:37]=1)[NH2:34].CN1CCC2C(=CC(NC3N=C(C4C(C5C=C(NC(=O)CC6SC=CC=6)C=CC=5)=NN5C=CC=CC=45)C=CN=3)=CC=2)C1. (7) Given the product [C:1]([O:5][C:6](=[O:38])[C@@H:7]([NH:24][S:25]([C:28]1[CH:29]=[CH:30][CH:31]=[C:32]2[C:37]=1[N:36]=[CH:35][CH:34]=[CH:33]2)(=[O:26])=[O:27])[CH2:8][NH:9][C:10](=[O:23])[C:11]1[CH:16]=[CH:15][C:14]([CH2:17][CH2:18][C:19](=[O:20])[NH:39][C:40]2[NH:45][CH2:44][CH2:43][CH2:42][N:41]=2)=[CH:13][CH:12]=1)([CH3:4])([CH3:2])[CH3:3], predict the reactants needed to synthesize it. The reactants are: [C:1]([O:5][C:6](=[O:38])[C@@H:7]([NH:24][S:25]([C:28]1[CH:29]=[CH:30][CH:31]=[C:32]2[C:37]=1[N:36]=[CH:35][CH:34]=[CH:33]2)(=[O:27])=[O:26])[CH2:8][NH:9][C:10](=[O:23])[C:11]1[CH:16]=[CH:15][C:14]([CH2:17][CH2:18][C:19](OC)=[O:20])=[CH:13][CH:12]=1)([CH3:4])([CH3:3])[CH3:2].[NH2:39][C:40]1[NH:41][CH2:42][CH2:43][CH2:44][N:45]=1. (8) Given the product [Cl:8][C:4]1[CH:5]=[CH:6][CH:7]=[C:2]([Cl:1])[C:3]=1[C:9]1[C:18]2[O:17][CH:16]([CH2:19][N:20]3[C:28](=[O:29])[C:27]4[C:22](=[CH:23][CH:24]=[CH:25][CH:26]=4)[C:21]3=[O:30])[CH2:15][S:14](=[O:40])[C:13]=2[CH:12]=[C:11]([F:31])[CH:10]=1, predict the reactants needed to synthesize it. The reactants are: [Cl:1][C:2]1[CH:7]=[CH:6][CH:5]=[C:4]([Cl:8])[C:3]=1[C:9]1[C:18]2[O:17][CH:16]([CH2:19][N:20]3[C:28](=[O:29])[C:27]4[C:22](=[CH:23][CH:24]=[CH:25][CH:26]=4)[C:21]3=[O:30])[CH2:15][S:14][C:13]=2[CH:12]=[C:11]([F:31])[CH:10]=1.C1C=C(Cl)C=C(C(OO)=[O:40])C=1.